From a dataset of Reaction yield outcomes from USPTO patents with 853,638 reactions. Predict the reaction yield, written as a fraction of the theoretical maximum amount of product (1.0 means a 100% yield; for example, 0.34 means a 34% yield). The yield is 0.540. The product is [N:17]1([CH2:22][CH2:23][NH:24][C:25]([C:27]2[C:31]([CH3:32])=[C:30]([CH:33]=[C:9]3[C:8]4[C:12](=[CH:13][CH:14]=[C:6]([S:3](=[O:5])(=[O:4])[N:2]([CH3:16])[CH3:1])[CH:7]=4)[NH:11][C:10]3=[O:15])[NH:29][C:28]=2[CH3:35])=[O:26])[CH2:21][CH2:20][CH2:19][CH2:18]1. No catalyst specified. The reactants are [CH3:1][N:2]([CH3:16])[S:3]([C:6]1[CH:7]=[C:8]2[C:12](=[CH:13][CH:14]=1)[NH:11][C:10](=[O:15])[CH2:9]2)(=[O:5])=[O:4].[N:17]1([CH2:22][CH2:23][NH:24][C:25]([C:27]2[C:31]([CH3:32])=[C:30]([CH:33]=O)[NH:29][C:28]=2[CH3:35])=[O:26])[CH2:21][CH2:20][CH2:19][CH2:18]1.